Dataset: Catalyst prediction with 721,799 reactions and 888 catalyst types from USPTO. Task: Predict which catalyst facilitates the given reaction. (1) Reactant: [CH3:1][CH:2]([CH3:30])[CH2:3][C@H:4]([NH:22][C:23](=[O:29])[O:24][C:25]([CH3:28])([CH3:27])[CH3:26])[CH2:5][O:6][C:7]1[CH:8]=[CH:9][C:10]2[C:20]3[C:15](=[CH:16][N:17]=[CH:18][CH:19]=3)[CH:14]([CH3:21])[O:13][C:11]=2[CH:12]=1.C1C(=O)N([I:38])C(=O)C1. Product: [I:38][C:8]1[C:7]([O:6][CH2:5][C@@H:4]([NH:22][C:23](=[O:29])[O:24][C:25]([CH3:27])([CH3:26])[CH3:28])[CH2:3][CH:2]([CH3:30])[CH3:1])=[CH:12][C:11]2[O:13][CH:14]([CH3:21])[C:15]3[C:20]([C:10]=2[CH:9]=1)=[CH:19][CH:18]=[N:17][CH:16]=3. The catalyst class is: 10. (2) Reactant: [C:1]([CH2:3][CH2:4][CH2:5][CH2:6][CH:7]([CH2:19][OH:20])[CH2:8][C:9]1[CH:18]=[CH:17][C:12]([C:13]([O:15][CH3:16])=[O:14])=[CH:11][CH:10]=1)#[N:2].[Cr](Cl)([O-])(=O)=O.[NH+]1C=CC=CC=1. Product: [C:1]([CH2:3][CH2:4][CH2:5][CH2:6][CH:7]([CH:19]=[O:20])[CH2:8][C:9]1[CH:18]=[CH:17][C:12]([C:13]([O:15][CH3:16])=[O:14])=[CH:11][CH:10]=1)#[N:2]. The catalyst class is: 4.